This data is from Full USPTO retrosynthesis dataset with 1.9M reactions from patents (1976-2016). The task is: Predict the reactants needed to synthesize the given product. (1) Given the product [O:14]1[C:15]2[C:24]3[O:23][CH2:22][CH2:21][CH2:20][C:19]=3[CH:18]=[CH:17][C:16]=2[O:25][CH2:26][CH:13]1[CH2:12][N:33]1[CH2:34][CH:35]=[C:36]([C:39]2[C:47]3[C:42](=[CH:43][CH:44]=[CH:45][CH:46]=3)[NH:41][CH:40]=2)[CH2:37][CH2:38]1, predict the reactants needed to synthesize it. The reactants are: CC1C=CC(S(O[CH2:12][C@H:13]2[CH2:26][O:25][C:16]3[CH:17]=[CH:18][C:19]4[CH2:20][CH2:21][CH2:22][O:23][C:24]=4[C:15]=3[O:14]2)(=O)=O)=CC=1.C(=O)([O-])[O-].[K+].[K+].[NH:33]1[CH2:38][CH:37]=[C:36]([C:39]2[C:47]3[C:42](=[CH:43][CH:44]=[CH:45][CH:46]=3)[NH:41][CH:40]=2)[CH2:35][CH2:34]1. (2) The reactants are: [C:1]1([C@H:7]2[C@@H:12]([NH:13][C:14]([O:16][C:17]([CH3:20])([CH3:19])[CH3:18])=[O:15])[CH2:11][CH2:10][CH2:9][NH:8]2)[CH:6]=[CH:5][CH:4]=[CH:3][CH:2]=1.C(=O)([O-])[O-].[K+].[K+].Br[CH2:28][C:29]([O:31][CH3:32])=[O:30].O. Given the product [CH3:32][O:31][C:29]([CH2:28][N:8]1[CH2:9][CH2:10][CH2:11][C@H:12]([NH:13][C:14]([O:16][C:17]([CH3:20])([CH3:19])[CH3:18])=[O:15])[C@@H:7]1[C:1]1[CH:2]=[CH:3][CH:4]=[CH:5][CH:6]=1)=[O:30], predict the reactants needed to synthesize it. (3) Given the product [O:1]([C:8]1[C:9]([C:18]([NH2:19])=[O:21])=[N:10][CH:11]=[C:12]([C:14]([F:17])([F:15])[F:16])[CH:13]=1)[C:2]1[CH:3]=[CH:4][CH:5]=[CH:6][CH:7]=1, predict the reactants needed to synthesize it. The reactants are: [O:1]([C:8]1[C:9]([C:18]#[N:19])=[N:10][CH:11]=[C:12]([C:14]([F:17])([F:16])[F:15])[CH:13]=1)[C:2]1[CH:7]=[CH:6][CH:5]=[CH:4][CH:3]=1.S(=O)(=O)(O)[OH:21].[OH-].[NH4+]. (4) Given the product [C:22]([C:33]1[O:1][N:2]=[C:3]([C:5]2[CH:20]=[CH:19][C:8]3[O:9][C:10]4[CH:15]=[C:14]([N+:16]([O-:18])=[O:17])[CH:13]=[CH:12][C:11]=4[C:7]=3[CH:6]=2)[N:4]=1)([CH3:32])([CH3:23])[CH3:21], predict the reactants needed to synthesize it. The reactants are: [OH:1][NH:2][C:3]([C:5]1[CH:20]=[CH:19][C:8]2[O:9][C:10]3[CH:15]=[C:14]([N+:16]([O-:18])=[O:17])[CH:13]=[CH:12][C:11]=3[C:7]=2[CH:6]=1)=[NH:4].[CH3:21][C:22]([CH3:33])([CH3:32])[C:23](O[C:21](=O)[C:22]([CH3:33])([CH3:32])[CH3:23])=O. (5) Given the product [CH3:29][N:30]([CH3:34])[CH2:31][CH2:32][NH:33][CH2:23][C:18]12[CH2:22][C:14]([C:7]3[NH:6][C:5]4[C:4](=[O:25])[N:3]([CH2:26][CH2:27][CH3:28])[C:2](=[O:1])[N:10]([CH2:11][CH2:12][CH3:13])[C:9]=4[N:8]=3)([CH2:21][CH2:20][CH2:19]1)[CH2:15][CH2:16][CH2:17]2, predict the reactants needed to synthesize it. The reactants are: [O:1]=[C:2]1[N:10]([CH2:11][CH2:12][CH3:13])[C:9]2[N:8]=[C:7]([C:14]34[CH2:22][C:18]([CH:23]=O)([CH2:19][CH2:20][CH2:21]3)[CH2:17][CH2:16][CH2:15]4)[NH:6][C:5]=2[C:4](=[O:25])[N:3]1[CH2:26][CH2:27][CH3:28].[CH3:29][N:30]([CH3:34])[CH2:31][CH2:32][NH2:33].[BH-](OC(C)=O)(OC(C)=O)OC(C)=O.[Na+]. (6) Given the product [F:1][C:2]([F:7])([F:6])[C:3]([OH:5])=[O:4].[F:8][C:9]([F:14])([F:13])[C:10]([OH:12])=[O:11].[CH:39]1([CH2:42][N:15]2[CH2:20][CH2:19][CH:18]([C:21]3[N:22]=[C:23]4[C:32]5[CH:33]=[CH:34][N:35]=[CH:36][C:31]=5[C:30]5[C:29](=[O:37])[NH:28][CH:27]=[CH:26][C:25]=5[N:24]4[CH:38]=3)[CH2:17][CH2:16]2)[CH2:41][CH2:40]1, predict the reactants needed to synthesize it. The reactants are: [F:1][C:2]([F:7])([F:6])[C:3]([OH:5])=[O:4].[F:8][C:9]([F:14])([F:13])[C:10]([OH:12])=[O:11].[NH:15]1[CH2:20][CH2:19][CH:18]([C:21]2[N:22]=[C:23]3[C:32]4[CH:33]=[CH:34][N:35]=[CH:36][C:31]=4[C:30]4[C:29](=[O:37])[NH:28][CH:27]=[CH:26][C:25]=4[N:24]3[CH:38]=2)[CH2:17][CH2:16]1.[CH:39]1([CH:42]=O)[CH2:41][CH2:40]1.C(N(CC)CC)C.C(O[BH-](OC(=O)C)OC(=O)C)(=O)C.[Na+]. (7) Given the product [Cl:8][C:9]1[CH:10]=[CH:11][C:12]2[CH2:13][N:14]([C:1](=[O:3])[CH3:2])[CH2:15][C@@H:16]([C:20]3[CH:25]=[CH:24][CH:23]=[CH:22][CH:21]=3)[O:17][C:18]=2[N:19]=1, predict the reactants needed to synthesize it. The reactants are: [C:1](OC(=O)C)(=[O:3])[CH3:2].[Cl:8][C:9]1[CH:10]=[CH:11][C:12]2[CH2:13][NH:14][CH2:15][C@@H:16]([C:20]3[CH:25]=[CH:24][CH:23]=[CH:22][CH:21]=3)[O:17][C:18]=2[N:19]=1.